Dataset: Catalyst prediction with 721,799 reactions and 888 catalyst types from USPTO. Task: Predict which catalyst facilitates the given reaction. (1) Reactant: [OH:1][C:2]1[CH:11]=[C:10]([OH:12])[C:9]([C:13](=[O:16])[CH2:14][CH3:15])=[C:8]2[C:3]=1[C:4]([CH2:18][CH2:19][CH3:20])=[CH:5][C:6](=[O:17])[O:7]2.[CH3:21][C:22]([CH3:26])=[CH:23][CH:24]=O.O.C1(C)C=CC(S(O)(=O)=O)=CC=1. Product: [OH:12][C:10]1[C:11]2[CH:24]=[CH:23][C:22]([CH3:26])([CH3:21])[O:1][C:2]=2[C:3]2[C:4]([CH2:18][CH2:19][CH3:20])=[CH:5][C:6](=[O:17])[O:7][C:8]=2[C:9]=1[C:13](=[O:16])[CH2:14][CH3:15]. The catalyst class is: 11. (2) The catalyst class is: 40. Reactant: [Cl:1][C:2]1[C:3]([N:8]2[C:12]([C:13]([O:15]C)=[O:14])=[CH:11][C:10](/[CH:17]=[CH:18]/[N:19]3[N:23]=[N:22][C:21]([C:24]([F:27])([F:26])[F:25])=[N:20]3)=[N:9]2)=[N:4][CH:5]=[CH:6][CH:7]=1.ClC1C(N2C(C(OC)=O)=CC(/C=C/N3C(C(F)(F)F)=NN=N3)=N2)=NC=CC=1.[OH-].[Na+].Cl. Product: [Cl:1][C:2]1[C:3]([N:8]2[C:12]([C:13]([OH:15])=[O:14])=[CH:11][C:10](/[CH:17]=[CH:18]/[N:19]3[N:23]=[N:22][C:21]([C:24]([F:26])([F:25])[F:27])=[N:20]3)=[N:9]2)=[N:4][CH:5]=[CH:6][CH:7]=1. (3) Reactant: C1COCC1.CO.[BH4-].[Li+].[CH3:10][CH:11]1[CH2:16][CH2:15][C:14](=[O:17])[CH2:13][N:12]1[C:18]([O:20][CH2:21][C:22]1[CH:27]=[CH:26][CH:25]=[CH:24][CH:23]=1)=[O:19]. Product: [CH2:21]([O:20][C:18]([N:12]1[CH2:13][CH:14]([OH:17])[CH2:15][CH2:16][CH:11]1[CH3:10])=[O:19])[C:22]1[CH:27]=[CH:26][CH:25]=[CH:24][CH:23]=1. The catalyst class is: 21. (4) Reactant: [CH3:1][O:2][C:3]1[CH:11]=[C:10]([CH:12]([CH3:14])[CH3:13])[CH:9]=[CH:8][C:4]=1[C:5]([OH:7])=[O:6].[Br:15]Br. Product: [Br:15][C:9]1[C:10]([CH:12]([CH3:14])[CH3:13])=[CH:11][C:3]([O:2][CH3:1])=[C:4]([CH:8]=1)[C:5]([OH:7])=[O:6]. The catalyst class is: 22. (5) Product: [CH3:23][O:22][C:14]1[CH:13]=[C:12]([CH:17]=[CH:16][C:15]=1[C:18]([F:21])([F:20])[F:19])[CH2:11][CH:6]1[NH:7][C:8](=[O:10])[CH2:9][NH:4][C:5]1=[O:24]. Reactant: C([N:4]1[CH2:9][C:8](=[O:10])[NH:7][C:6](=[CH:11][C:12]2[CH:17]=[CH:16][C:15]([C:18]([F:21])([F:20])[F:19])=[C:14]([O:22][CH3:23])[CH:13]=2)[C:5]1=[O:24])(=O)C. The catalyst class is: 457. (6) Reactant: [OH:1][CH2:2][CH2:3][CH2:4][C:5]1[C:6](=[O:21])[N:7]([C:11]2[CH:16]=[CH:15][C:14]([N+:17]([O-])=O)=[CH:13][C:12]=2[CH3:20])[CH:8]=[CH:9][CH:10]=1.[H][H]. Product: [NH2:17][C:14]1[CH:15]=[CH:16][C:11]([N:7]2[CH:8]=[CH:9][CH:10]=[C:5]([CH2:4][CH2:3][CH2:2][OH:1])[C:6]2=[O:21])=[C:12]([CH3:20])[CH:13]=1. The catalyst class is: 123. (7) Reactant: [N+:1]([C:4]1[CH:5]=[C:6]([CH:10]=[CH:11][CH:12]=1)[C:7](=[S:9])[NH2:8])([O-:3])=[O:2].Cl[CH2:14][CH:15]=O.C(O)(=O)C.[OH-].[Na+]. Product: [N+:1]([C:4]1[CH:5]=[C:6]([C:7]2[S:9][CH:14]=[CH:15][N:8]=2)[CH:10]=[CH:11][CH:12]=1)([O-:3])=[O:2]. The catalyst class is: 13. (8) Reactant: [CH3:1][CH:2]([O:4][C:5]1[CH:12]=[CH:11][C:10]([C:13]2[S:14][C:15]([N:18]3[C:26]([CH3:27])=[C:21]4[CH2:22][NH:23][CH2:24][CH2:25][C:20]4=[N:19]3)=[N:16][N:17]=2)=[CH:9][C:6]=1[C:7]#[N:8])[CH3:3].Br[CH2:29][CH2:30][CH2:31][OH:32].C(=O)([O-])[O-].[K+].[K+]. Product: [OH:32][CH2:31][CH2:30][CH2:29][N:23]1[CH2:24][CH2:25][C:20]2=[N:19][N:18]([C:15]3[S:14][C:13]([C:10]4[CH:11]=[CH:12][C:5]([O:4][CH:2]([CH3:1])[CH3:3])=[C:6]([CH:9]=4)[C:7]#[N:8])=[N:17][N:16]=3)[C:26]([CH3:27])=[C:21]2[CH2:22]1. The catalyst class is: 10. (9) Reactant: C[Si](C)(C)CCOC[N:7](COCC[Si](C)(C)C)[C:8]1[N:13]2[N:14]=[CH:15][C:16]([C:17]3[CH:18]=[N:19][C:20]([C:23]4[CH:28]=[CH:27][CH:26]=[CH:25][CH:24]=4)=[CH:21][CH:22]=3)=[C:12]2[N:11]=[C:10]([N:29]2[CH2:35][CH:34]3[N:36](C(OC(C)(C)C)=O)[CH:31]([CH2:32][CH2:33]3)[CH2:30]2)[C:9]=1[C:44]([O:46]CC)=[CH2:45].Cl. Product: [NH2:7][C:8]1[N:13]2[N:14]=[CH:15][C:16]([C:17]3[CH:18]=[N:19][C:20]([C:23]4[CH:24]=[CH:25][CH:26]=[CH:27][CH:28]=4)=[CH:21][CH:22]=3)=[C:12]2[N:11]=[C:10]([N:29]2[CH2:35][CH:34]3[NH:36][CH:31]([CH2:32][CH2:33]3)[CH2:30]2)[C:9]=1[C:44](=[O:46])[CH3:45]. The catalyst class is: 6. (10) Reactant: [OH:1][C@H:2]([C@@H:7]([OH:24])[C:8]([N:10]([CH2:15][C:16]1[CH:21]=[CH:20][C:19]([O:22][CH3:23])=[CH:18][CH:17]=1)[CH2:11][C:12]([CH3:14])=[CH2:13])=[O:9])[C:3]([O:5][CH3:6])=[O:4].[BH4-].[Na+]. Product: [OH:1][C@H:2]([C@H:7]1[O:24][C:12]([CH3:14])([CH3:13])[CH2:11][N:10]([CH2:15][C:16]2[CH:21]=[CH:20][C:19]([O:22][CH3:23])=[CH:18][CH:17]=2)[C:8]1=[O:9])[C:3]([O:5][CH3:6])=[O:4]. The catalyst class is: 90.